Regression. Given two drug SMILES strings and cell line genomic features, predict the synergy score measuring deviation from expected non-interaction effect. From a dataset of NCI-60 drug combinations with 297,098 pairs across 59 cell lines. Drug 1: C1=CC(=CC=C1CCCC(=O)O)N(CCCl)CCCl. Synergy scores: CSS=58.1, Synergy_ZIP=-3.70, Synergy_Bliss=-7.02, Synergy_Loewe=-9.49, Synergy_HSA=-5.23. Cell line: RPMI-8226. Drug 2: CNC(=O)C1=NC=CC(=C1)OC2=CC=C(C=C2)NC(=O)NC3=CC(=C(C=C3)Cl)C(F)(F)F.